Dataset: Forward reaction prediction with 1.9M reactions from USPTO patents (1976-2016). Task: Predict the product of the given reaction. (1) Given the reactants [C:1]([CH:3]1[CH2:6][N:5]([C:7](=[O:31])[C@H:8]([NH:10][C:11]([C:13]2[C:21]3[C:16](=[N:17][CH:18]=[C:19](Br)[N:20]=3)[N:15]([CH2:23][O:24][CH2:25][CH2:26][Si:27]([CH3:30])([CH3:29])[CH3:28])[CH:14]=2)=[O:12])[CH3:9])[CH2:4]1)#[N:2].[Cl:32][C:33]1[CH:41]=[C:40]2[C:36]([C:37]([Sn](CCCC)(CCCC)CCCC)=[N:38][NH:39]2)=[CH:35][CH:34]=1, predict the reaction product. The product is: [C:1]([CH:3]1[CH2:6][N:5]([C:7](=[O:31])[C@H:8]([NH:10][C:11]([C:13]2[C:21]3[C:16](=[N:17][CH:18]=[C:19]([C:37]4[C:36]5[C:40](=[CH:41][C:33]([Cl:32])=[CH:34][CH:35]=5)[NH:39][N:38]=4)[N:20]=3)[N:15]([CH2:23][O:24][CH2:25][CH2:26][Si:27]([CH3:30])([CH3:29])[CH3:28])[CH:14]=2)=[O:12])[CH3:9])[CH2:4]1)#[N:2]. (2) Given the reactants C[O:2][C:3]([C:5]1[N:29](C(CC)CC)[C:8]2[N:9]=[C:10]([NH:13][C:14]3[CH:19]=[CH:18][C:17]([N:20]4[CH2:25][CH2:24][N:23](C(=O)C)[CH2:22][CH2:21]4)=[CH:16][CH:15]=3)[N:11]=[CH:12][C:7]=2[CH:6]=1)=[O:4].[Li+].[OH-], predict the reaction product. The product is: [N:20]1([C:17]2[CH:18]=[CH:19][C:14]([NH:13][C:10]3[N:11]=[CH:12][C:7]4[CH:6]=[C:5]([C:3]([OH:4])=[O:2])[NH:29][C:8]=4[N:9]=3)=[CH:15][CH:16]=2)[CH2:21][CH2:22][NH:23][CH2:24][CH2:25]1. (3) Given the reactants [S:1]1[CH:5]=[C:4]([C:6]2[CH:11]=[CH:10][CH:9]=[CH:8][C:7]=2[OH:12])N=N1.Br[CH2:14][C:15]1[CH:20]=[CH:19][C:18]([B:21]2[O:25][C:24]([CH3:27])([CH3:26])[C:23]([CH3:29])([CH3:28])[O:22]2)=[CH:17][CH:16]=1.C([O-])([O-])=O.[K+].[K+], predict the reaction product. The product is: [CH3:26][C:24]1([CH3:27])[C:23]([CH3:28])([CH3:29])[O:22][B:21]([C:18]2[CH:17]=[CH:16][C:15]([CH2:14][S:1][C:5]3[O:12][C:7]4[CH:8]=[CH:9][CH:10]=[CH:11][C:6]=4[CH:4]=3)=[CH:20][CH:19]=2)[O:25]1. (4) Given the reactants C(N(CC)CC)C.[CH3:8][C:9]1([CH3:23])[C:13]([CH3:15])([CH3:14])[O:12][B:11]([C:16]2[CH:21]=[CH:20][C:19]([NH2:22])=[CH:18][CH:17]=2)[O:10]1.Cl[C:25](Cl)([O:27][C:28](=[O:34])OC(Cl)(Cl)Cl)Cl.[N:36]1[CH:41]=[CH:40][CH:39]=[C:38](CO)[CH:37]=1, predict the reaction product. The product is: [CH3:15][C:13]1([CH3:14])[C:9]([CH3:23])([CH3:8])[O:10][B:11]([C:16]2[CH:21]=[CH:20][C:19]([NH:22][C:28](=[O:34])[O:27][CH2:25][C:38]3[CH:37]=[N:36][CH:41]=[CH:40][CH:39]=3)=[CH:18][CH:17]=2)[O:12]1. (5) Given the reactants CO[C:3](=[O:12])[C:4]1[CH:9]=[C:8](Br)[C:7](Cl)=[N:6][CH:5]=1.[CH3:13][O:14][CH2:15][CH2:16][NH:17][CH3:18].[F:19][C:20]([F:31])([F:30])[C:21]1[CH:26]=[CH:25][C:24](B(O)O)=[CH:23][CH:22]=1.[NH2:32][C@@H:33]1[CH2:38][CH2:37][CH2:36][CH2:35][C@H:34]1[OH:39], predict the reaction product. The product is: [OH:39][C@@H:34]1[CH2:35][CH2:36][CH2:37][CH2:38][C@H:33]1[NH:32][C:3](=[O:12])[C:4]1[CH:9]=[C:8]([C:24]2[CH:25]=[CH:26][C:21]([C:20]([F:31])([F:30])[F:19])=[CH:22][CH:23]=2)[C:7]([N:17]([CH2:16][CH2:15][O:14][CH3:13])[CH3:18])=[N:6][CH:5]=1. (6) Given the reactants [Cl:1][C:2]1[CH:14]=[CH:13][CH:12]=[CH:11][C:3]=1[CH2:4][C:5]1[O:9][C:8]([NH2:10])=[N:7][CH:6]=1.[O:15]1[C:19]2[CH:20]=[CH:21][C:22]([C:24]3([C:27](O)=[O:28])[CH2:26][CH2:25]3)=[CH:23][C:18]=2[O:17][CH2:16]1.C(N(CC)CC)C.F[P-](F)(F)(F)(F)F.N1(O[P+](N(C)C)(N(C)C)N(C)C)C2C=CC=CC=2N=N1, predict the reaction product. The product is: [Cl:1][C:2]1[CH:14]=[CH:13][CH:12]=[CH:11][C:3]=1[CH2:4][C:5]1[O:9][C:8]([NH:10][C:27]([C:24]2([C:22]3[CH:21]=[CH:20][C:19]4[O:15][CH2:16][O:17][C:18]=4[CH:23]=3)[CH2:26][CH2:25]2)=[O:28])=[N:7][CH:6]=1.